From a dataset of Full USPTO retrosynthesis dataset with 1.9M reactions from patents (1976-2016). Predict the reactants needed to synthesize the given product. (1) Given the product [NH2:23][C:24]1[C:29]([CH:30]=[O:31])=[C:28]([NH:1][C@@H:2]([C:5]2[N:14]([C:15]3[CH:16]=[CH:17][CH:18]=[CH:19][CH:20]=3)[C:13](=[O:21])[C:12]3[C:7](=[CH:8][CH:9]=[CH:10][C:11]=3[Cl:22])[N:6]=2)[CH2:3][CH3:4])[N:27]=[CH:26][N:25]=1, predict the reactants needed to synthesize it. The reactants are: [NH2:1][C@H:2]([C:5]1[N:14]([C:15]2[CH:20]=[CH:19][CH:18]=[CH:17][CH:16]=2)[C:13](=[O:21])[C:12]2[C:7](=[CH:8][CH:9]=[CH:10][C:11]=2[Cl:22])[N:6]=1)[CH2:3][CH3:4].[NH2:23][C:24]1[C:29]([CH:30]=[O:31])=[C:28](Cl)[N:27]=[CH:26][N:25]=1.CCN(C(C)C)C(C)C. (2) Given the product [NH:14]([C:2]1[N:3]=[CH:4][C:5]2[CH2:13][CH2:12][CH2:11][CH2:10][CH2:9][CH2:8][C:6]=2[N:7]=1)[NH2:15], predict the reactants needed to synthesize it. The reactants are: Cl[C:2]1[N:3]=[CH:4][C:5]2[CH2:13][CH2:12][CH2:11][CH2:10][CH2:9][CH2:8][C:6]=2[N:7]=1.[NH2:14][NH2:15]. (3) Given the product [O:18]1[CH:19]=[CH:20][N:21]=[C:17]1[CH:16]([NH2:22])[CH:13]1[CH2:14][CH2:15][NH:11][CH2:12]1, predict the reactants needed to synthesize it. The reactants are: C(OC([N:11]1[CH2:15][CH2:14][CH:13]([CH:16]([NH2:22])[C:17]2[O:18][CH:19]=[CH:20][N:21]=2)[CH2:12]1)=O)C1C=CC=CC=1.C([O-])=O.[NH4+]. (4) Given the product [OH:1][C:2]1[CH:3]=[C:4]([CH3:29])[C:5]([C:9]2[CH:14]=[CH:13][CH:12]=[C:11]([CH2:15][O:16][C:17]3[CH:18]=[CH:19][C:20]([CH2:23][CH2:24][C:25]([OH:27])=[O:26])=[CH:21][CH:22]=3)[CH:10]=2)=[C:6]([CH3:8])[CH:7]=1, predict the reactants needed to synthesize it. The reactants are: [OH:1][C:2]1[CH:7]=[C:6]([CH3:8])[C:5]([C:9]2[CH:14]=[CH:13][CH:12]=[C:11]([CH2:15][O:16][C:17]3[CH:22]=[CH:21][C:20]([CH2:23][CH2:24][C:25]([O:27]C)=[O:26])=[CH:19][CH:18]=3)[CH:10]=2)=[C:4]([CH3:29])[CH:3]=1.[OH-].[Na+]. (5) Given the product [OH:13][C:10]1[CH:11]=[CH:12][C:7]([CH2:6][C:5]([NH:1][NH2:2])=[O:4])=[CH:8][CH:9]=1, predict the reactants needed to synthesize it. The reactants are: [NH2:1][NH2:2].C[O:4][C:5](=O)[CH2:6][C:7]1[CH:12]=[CH:11][C:10]([OH:13])=[CH:9][CH:8]=1.O. (6) The reactants are: [NH2:1][C:2]1[N:7]=[C:6]([NH:8][C@@H:9]([CH2:12][CH2:13][CH3:14])[CH2:10][OH:11])[C:5]([CH2:15][C:16]2[CH:25]=[CH:24][C:19]([C:20]([O:22]C)=[O:21])=[CH:18][C:17]=2[O:26][CH3:27])=[C:4]([CH3:28])[N:3]=1.O.[Li+].[OH-]. Given the product [NH2:1][C:2]1[N:7]=[C:6]([NH:8][C@@H:9]([CH2:12][CH2:13][CH3:14])[CH2:10][OH:11])[C:5]([CH2:15][C:16]2[CH:25]=[CH:24][C:19]([C:20]([OH:22])=[O:21])=[CH:18][C:17]=2[O:26][CH3:27])=[C:4]([CH3:28])[N:3]=1, predict the reactants needed to synthesize it. (7) Given the product [CH3:1][O:2][C:3](=[O:25])[CH2:4][CH2:5][CH:6]([NH:10][C:11]([C:13]1[CH:14]=[CH:15][C:16]([C:19]2[CH:20]=[CH:21][CH:22]=[CH:23][CH:24]=2)=[CH:17][CH:18]=1)=[O:12])[CH2:7][OH:8], predict the reactants needed to synthesize it. The reactants are: [CH3:1][O:2][C:3](=[O:25])[CH2:4][CH2:5][CH:6]([NH:10][C:11]([C:13]1[CH:18]=[CH:17][C:16]([C:19]2[CH:24]=[CH:23][CH:22]=[CH:21][CH:20]=2)=[CH:15][CH:14]=1)=[O:12])[C:7](O)=[O:8].CCN(CC)CC.ClC(OCC)=O.[BH4-].[Na+].Cl. (8) Given the product [CH:1]1([C:4]2[C:5]([O:13][CH2:14][CH:15]3[CH2:17][CH2:16]3)=[CH:6][C:7]([C:10]3[O:12][N:34]=[C:32]([CH3:33])[N:31]=3)=[N:8][CH:9]=2)[CH2:2][CH2:3]1, predict the reactants needed to synthesize it. The reactants are: [CH:1]1([C:4]2[C:5]([O:13][CH2:14][CH:15]3[CH2:17][CH2:16]3)=[CH:6][C:7]([C:10]([OH:12])=O)=[N:8][CH:9]=2)[CH2:3][CH2:2]1.C1N=CN(C(N2C=NC=C2)=O)C=1.O[N:31]=[C:32]([NH2:34])[CH3:33]. (9) Given the product [NH2:26][CH2:27][C:28]([CH3:32])([OH:31])[CH2:29][NH:30][C:2]1[C:11]2[C:6](=[CH:7][CH:8]=[C:9]([CH3:12])[CH:10]=2)[N:5]=[C:4]([N:13]2[CH2:19][C:18]3[CH:20]=[CH:21][CH:22]=[CH:23][C:17]=3[S:16](=[O:25])(=[O:24])[CH2:15][CH2:14]2)[CH:3]=1, predict the reactants needed to synthesize it. The reactants are: Cl[C:2]1[C:11]2[C:6](=[CH:7][CH:8]=[C:9]([CH3:12])[CH:10]=2)[N:5]=[C:4]([N:13]2[CH2:19][C:18]3[CH:20]=[CH:21][CH:22]=[CH:23][C:17]=3[S:16](=[O:25])(=[O:24])[CH2:15][CH2:14]2)[CH:3]=1.[NH2:26][CH2:27][C:28]([CH3:32])([OH:31])[CH2:29][NH2:30].